This data is from Full USPTO retrosynthesis dataset with 1.9M reactions from patents (1976-2016). The task is: Predict the reactants needed to synthesize the given product. (1) Given the product [CH3:72][O:73][C:74](=[O:75])[NH:76][CH:77]([C:6]([N:8]1[CH:13]([C:14]2[NH:18][C:17]3[CH:19]=[C:20]([C:23]4[CH:35]=[CH:34][C:33]5[C:32]6[C:27](=[CH:28][C:29]([C:36]7[NH:37][C:38]([CH:41]8[CH2:47][C:44]9([CH2:45][CH2:46]9)[CH2:43][N:42]8[C:48](=[O:58])[CH:49]([NH:53][C:54]([O:56][CH3:57])=[O:55])[CH:50]([CH3:51])[CH3:52])=[N:39][CH:40]=7)=[CH:30][CH:31]=6)[C:26]([F:59])([F:60])[C:25]=5[CH:24]=4)[CH:21]=[CH:22][C:16]=3[N:15]=2)[CH:12]2[CH2:61][CH:9]1[CH2:10][CH2:11]2)=[O:5])[CH:81]([CH3:83])[CH3:82], predict the reactants needed to synthesize it. The reactants are: C([O:5][C:6]([N:8]1[CH:13]([C:14]2[NH:18][C:17]3[CH:19]=[C:20]([C:23]4[CH:35]=[CH:34][C:33]5[C:32]6[C:27](=[CH:28][C:29]([C:36]7[NH:37][C:38]([CH:41]8[CH2:47][C:44]9([CH2:46][CH2:45]9)[CH2:43][N:42]8[C:48](=[O:58])[CH:49]([NH:53][C:54]([O:56][CH3:57])=[O:55])[CH:50]([CH3:52])[CH3:51])=[N:39][CH:40]=7)=[CH:30][CH:31]=6)[C:26]([F:60])([F:59])[C:25]=5[CH:24]=4)[CH:21]=[CH:22][C:16]=3[N:15]=2)[CH:12]2[CH2:61][CH:9]1[CH2:10][CH2:11]2)=O)(C)(C)C.Cl.CCN(C(C)C)C(C)C.[CH3:72][O:73][C:74]([NH:76][CH:77]([CH:81]([CH3:83])[CH3:82])C(O)=O)=[O:75].CN(C(ON1N=NC2C=CC=NC1=2)=[N+](C)C)C.F[P-](F)(F)(F)(F)F. (2) Given the product [CH3:1][C:2]1[CH:10]=[C:9]([CH3:11])[C:8]2[NH:7][CH:6]=[CH:5][C:4]=2[C:3]=1[CH:22]=[O:23], predict the reactants needed to synthesize it. The reactants are: [CH3:1][C:2]1[CH:10]=[C:9]([CH3:11])[C:8]2[N:7](S(C3C=CC(C)=CC=3)(=O)=O)[CH:6]=[CH:5][C:4]=2[C:3]=1[CH:22]=[O:23].CCCC[N+](CCCC)(CCCC)CCCC.[F-]. (3) Given the product [F:25][C:26]([F:34])([F:33])[C:27]([NH:29][CH2:30][C:31]#[C:32][C:2]1[C:3](=[O:17])[NH:4][C:5](=[O:16])[N:6]([CH:15]=1)[C@@H:7]1[O:14][C@H:11]([CH2:12][OH:13])[C@@H:9]([OH:10])[CH2:8]1)=[O:28], predict the reactants needed to synthesize it. The reactants are: I[C:2]1[C:3](=[O:17])[NH:4][C:5](=[O:16])[N:6]([CH:15]=1)[C@@H:7]1[O:14][C@H:11]([CH2:12][OH:13])[C@@H:9]([OH:10])[CH2:8]1.C(N(CC)CC)C.[F:25][C:26]([F:34])([F:33])[C:27]([NH:29][CH2:30][C:31]#[CH:32])=[O:28].C(=O)(O)[O-].